Dataset: Forward reaction prediction with 1.9M reactions from USPTO patents (1976-2016). Task: Predict the product of the given reaction. (1) Given the reactants [C:1]([C:5]1[C:14]2[O:13][CH:12]([C:15]3[CH:20]=[CH:19][CH:18]=[CH:17][CH:16]=3)[C:11](=[O:21])[N:10]([CH2:22][CH2:23][CH:24]=[O:25])[C:9]=2[CH:8]=[CH:7][CH:6]=1)([CH3:4])([CH3:3])[CH3:2].CC(=CC)C.P([O-])(O)(O)=[O:32].[Na+].Cl([O-])=O.[Na+].Cl, predict the reaction product. The product is: [C:1]([C:5]1[C:14]2[O:13][CH:12]([C:15]3[CH:20]=[CH:19][CH:18]=[CH:17][CH:16]=3)[C:11](=[O:21])[N:10]([CH2:22][CH2:23][C:24]([OH:32])=[O:25])[C:9]=2[CH:8]=[CH:7][CH:6]=1)([CH3:4])([CH3:2])[CH3:3]. (2) Given the reactants CN1C=C(CN(C)C(C2N(C3C=CC(F)=CC=3)C(S)=NC=2)=O)C(C)=N1.[F:26][C:27]1[CH:32]=[CH:31][C:30]([N:33]2[C:37]([C:38]([O:40]CC)=[O:39])=[CH:36][N:35]=[C:34]2[CH2:43][CH2:44][C:45]2[C:50]([F:51])=[CH:49][CH:48]=[C:47]([F:52])[C:46]=2[F:53])=[CH:29][CH:28]=1.[OH-].[Li+].C1COCC1, predict the reaction product. The product is: [F:26][C:27]1[CH:32]=[CH:31][C:30]([N:33]2[C:37]([C:38]([OH:40])=[O:39])=[CH:36][N:35]=[C:34]2[CH2:43][CH2:44][C:45]2[C:50]([F:51])=[CH:49][CH:48]=[C:47]([F:52])[C:46]=2[F:53])=[CH:29][CH:28]=1.